This data is from Forward reaction prediction with 1.9M reactions from USPTO patents (1976-2016). The task is: Predict the product of the given reaction. (1) The product is: [CH2:2]([O:9][C:10]1[CH:19]=[CH:18][CH:17]=[C:16]2[C:11]=1[CH2:12][CH2:13][CH2:14][CH:15]2[C:20]([N:22]([C:29]1[CH:30]=[N:31][C:32]([CH:35]([CH3:37])[CH3:36])=[CH:33][CH:34]=1)[CH2:23][C:24]1[CH:25]=[N:26][N:27]([CH2:39][C:40]2[C:45]([CH3:46])=[CH:44][CH:43]=[CH:42][N:41]=2)[CH:28]=1)=[O:21])[C:3]1[CH:8]=[CH:7][CH:6]=[CH:5][CH:4]=1. Given the reactants Cl.[CH2:2]([O:9][C:10]1[CH:19]=[CH:18][CH:17]=[C:16]2[C:11]=1[CH2:12][CH2:13][CH2:14][CH:15]2[C:20]([N:22]([C:29]1[CH:30]=[N:31][C:32]([CH:35]([CH3:37])[CH3:36])=[CH:33][CH:34]=1)[CH2:23][C:24]1[CH:25]=[N:26][NH:27][CH:28]=1)=[O:21])[C:3]1[CH:8]=[CH:7][CH:6]=[CH:5][CH:4]=1.Cl[CH2:39][C:40]1[C:45]([CH3:46])=[CH:44][CH:43]=[CH:42][N:41]=1, predict the reaction product. (2) Given the reactants [C:1]([NH:20][CH2:21][CH2:22]O)([C:14]1[CH:19]=[CH:18][CH:17]=[CH:16][CH:15]=1)([C:8]1[CH:13]=[CH:12][CH:11]=[CH:10][CH:9]=1)[C:2]1[CH:7]=[CH:6][CH:5]=[CH:4][CH:3]=1.C1(P(C2C=CC=CC=2)C2C=CC=CC=2)C=CC=CC=1.N(C(OC(C)C)=O)=NC(OC(C)C)=O.[Cl:57][C:58]1[CH:59]=[C:60]([N:65]2[C:69](=[O:70])[O:68][N:67]=[C:66]2[C:71]2[C:72]([NH:76]C(=O)C(F)(F)F)=[N:73][O:74][N:75]=2)[CH:61]=[CH:62][C:63]=1[F:64], predict the reaction product. The product is: [Cl:57][C:58]1[CH:59]=[C:60]([N:65]2[C:69](=[O:70])[O:68][N:67]=[C:66]2[C:71]2[C:72]([NH:76][CH2:22][CH2:21][NH:20][C:1]([C:8]3[CH:9]=[CH:10][CH:11]=[CH:12][CH:13]=3)([C:14]3[CH:19]=[CH:18][CH:17]=[CH:16][CH:15]=3)[C:2]3[CH:7]=[CH:6][CH:5]=[CH:4][CH:3]=3)=[N:73][O:74][N:75]=2)[CH:61]=[CH:62][C:63]=1[F:64].